From a dataset of Reaction yield outcomes from USPTO patents with 853,638 reactions. Predict the reaction yield, written as a fraction of the theoretical maximum amount of product (1.0 means a 100% yield; for example, 0.34 means a 34% yield). (1) The reactants are C[O:2][C:3]1[CH:8]=[CH:7][N:6]=[CH:5][C:4]=1[C:9]#[C:10][C:11]1[CH:16]=[CH:15][C:14]([C:17]2([NH:21][C:22](=[O:28])[O:23][C:24]([CH3:27])([CH3:26])[CH3:25])[CH2:20][CH2:19][CH2:18]2)=[CH:13][CH:12]=1.[I:29]Cl. The catalyst is ClCCl. The product is [I:29][C:9]1[C:4]2[CH:5]=[N:6][CH:7]=[CH:8][C:3]=2[O:2][C:10]=1[C:11]1[CH:16]=[CH:15][C:14]([C:17]2([NH:21][C:22](=[O:28])[O:23][C:24]([CH3:25])([CH3:26])[CH3:27])[CH2:20][CH2:19][CH2:18]2)=[CH:13][CH:12]=1. The yield is 0.520. (2) The reactants are [CH:1]1([CH2:4][N:5]([S:21]([C:24]2[S:25][CH:26]=[CH:27][CH:28]=2)(=[O:23])=[O:22])[C:6]2[CH:7]=[CH:8][CH:9]=[C:10]3[C:14]=2[N:13](COC)[C:12]([C:18]([NH2:20])=[O:19])=[CH:11]3)[CH2:3][CH2:2]1.O.O.C(O)(=O)C(O)=O.CO. The catalyst is O. The product is [CH:1]1([CH2:4][N:5]([S:21]([C:24]2[S:25][CH:26]=[CH:27][CH:28]=2)(=[O:22])=[O:23])[C:6]2[CH:7]=[CH:8][CH:9]=[C:10]3[C:14]=2[NH:13][C:12]([C:18]([NH2:20])=[O:19])=[CH:11]3)[CH2:3][CH2:2]1. The yield is 0.810.